Dataset: Forward reaction prediction with 1.9M reactions from USPTO patents (1976-2016). Task: Predict the product of the given reaction. (1) Given the reactants C[O:2][C:3](=[O:32])[C:4]1[CH:9]=[CH:8][C:7]([CH2:10][N:11]2[CH:15]=[C:14]([C:16]3[CH:21]=[CH:20][C:19]([Cl:22])=[CH:18][C:17]=3[Cl:23])[N:13]=[C:12]2[CH2:24][C:25]2[CH:30]=[CH:29][C:28]([NH2:31])=[CH:27][CH:26]=2)=[CH:6][CH:5]=1.[CH3:33][O:34][C:35]1[CH:40]=[CH:39][C:38]([O:41][CH3:42])=[CH:37][C:36]=1[S:43](Cl)(=[O:45])=[O:44], predict the reaction product. The product is: [Cl:23][C:17]1[CH:18]=[C:19]([Cl:22])[CH:20]=[CH:21][C:16]=1[C:14]1[N:13]=[C:12]([CH2:24][C:25]2[CH:26]=[CH:27][C:28]([NH:31][S:43]([C:36]3[CH:37]=[C:38]([O:41][CH3:42])[CH:39]=[CH:40][C:35]=3[O:34][CH3:33])(=[O:45])=[O:44])=[CH:29][CH:30]=2)[N:11]([CH2:10][C:7]2[CH:6]=[CH:5][C:4]([C:3]([OH:32])=[O:2])=[CH:9][CH:8]=2)[CH:15]=1. (2) Given the reactants [C:1]1(=[O:6])[O:5][CH2:4][CH2:3][CH2:2]1.[Al](Br)(Br)Br.[CH2:11]([SH:15])[CH2:12][CH2:13][CH3:14], predict the reaction product. The product is: [CH2:11]([S:15][CH2:4][CH2:3][CH2:2][C:1]([OH:5])=[O:6])[CH2:12][CH2:13][CH3:14]. (3) The product is: [CH:1]1([C:4]2[N:13]=[C:12]([N:14]3[CH2:19][CH2:18][N:17]([C:20]4[CH:25]=[CH:24][C:23]([NH2:40])=[CH:22][C:21]=4[O:27][CH3:28])[CH2:16][CH2:15]3)[C:11]3[C:6](=[CH:7][C:8]([O:31][CH3:32])=[C:9]([O:29][CH3:30])[CH:10]=3)[N:5]=2)[CH2:3][CH2:2]1. Given the reactants [CH:1]1([C:4]2[N:13]=[C:12]([N:14]3[CH2:19][CH2:18][N:17]([C:20]4[CH:25]=[CH:24][C:23](F)=[CH:22][C:21]=4[O:27][CH3:28])[CH2:16][CH2:15]3)[C:11]3[C:6](=[CH:7][C:8]([O:31][CH3:32])=[C:9]([O:29][CH3:30])[CH:10]=3)[N:5]=2)[CH2:3][CH2:2]1.FC1C=CC([N:40]2CCNCC2)=C(OC)C=1.COC1C=C(N)C=CC=1N1CCNCC1, predict the reaction product.